From a dataset of Merck oncology drug combination screen with 23,052 pairs across 39 cell lines. Regression. Given two drug SMILES strings and cell line genomic features, predict the synergy score measuring deviation from expected non-interaction effect. (1) Drug 1: O=P1(N(CCCl)CCCl)NCCCO1. Drug 2: O=C(CCCCCCC(=O)Nc1ccccc1)NO. Cell line: EFM192B. Synergy scores: synergy=21.5. (2) Drug 2: CN(C)C(=N)N=C(N)N. Cell line: A2780. Drug 1: CN1C(=O)C=CC2(C)C3CCC4(C)C(NC(=O)OCC(F)(F)F)CCC4C3CCC12. Synergy scores: synergy=0.507. (3) Drug 1: CC1(c2nc3c(C(N)=O)cccc3[nH]2)CCCN1. Drug 2: CCc1cnn2c(NCc3ccc[n+]([O-])c3)cc(N3CCCCC3CCO)nc12. Cell line: NCIH520. Synergy scores: synergy=0.0563.